Dataset: Catalyst prediction with 721,799 reactions and 888 catalyst types from USPTO. Task: Predict which catalyst facilitates the given reaction. (1) Reactant: C[O:2][C:3]1[CH:4]=[C:5]2[C:10](=[CH:11][C:12]=1[CH3:13])[CH:9]=[N:8][CH:7]=[CH:6]2.C[S-].[Na+]. Product: [OH:2][C:3]1[CH:4]=[C:5]2[C:10](=[CH:11][C:12]=1[CH3:13])[CH:9]=[N:8][CH:7]=[CH:6]2. The catalyst class is: 9. (2) Reactant: [F:1][C:2]1([F:16])[C:10]2[C:5](=[CH:6][CH:7]=[C:8]([N+:11]([O-])=O)[CH:9]=2)[N:4]([CH3:14])[C:3]1=[O:15]. Product: [NH2:11][C:8]1[CH:9]=[C:10]2[C:5](=[CH:6][CH:7]=1)[N:4]([CH3:14])[C:3](=[O:15])[C:2]2([F:16])[F:1]. The catalyst class is: 181. (3) Reactant: [Cl:1][C:2]1[CH:3]=[C:4]([S:8]([N:11]2[CH2:17][CH2:16][CH2:15][CH:14]([NH:18][C:19](=[O:26])[C@@H:20]([NH2:25])[CH2:21][CH:22]([CH3:24])[CH3:23])[CH:13]([OH:27])[CH2:12]2)(=[O:10])=[O:9])[CH:5]=[CH:6][CH:7]=1.[O:28]1[C:32]2[CH:33]=[CH:34][CH:35]=[CH:36][C:31]=2[CH:30]=[C:29]1[C:37](O)=[O:38].ON1C2C=CC=CC=2N=N1. Product: [Cl:1][C:2]1[CH:3]=[C:4]([S:8]([N:11]2[CH2:17][CH2:16][CH2:15][CH:14]([NH:18][C:19]([C@@H:20]([NH:25][C:37]([C:29]3[O:28][C:32]4[CH:33]=[CH:34][CH:35]=[CH:36][C:31]=4[CH:30]=3)=[O:38])[CH2:21][CH:22]([CH3:24])[CH3:23])=[O:26])[CH:13]([OH:27])[CH2:12]2)(=[O:9])=[O:10])[CH:5]=[CH:6][CH:7]=1. The catalyst class is: 2. (4) Reactant: [NH2:1][CH2:2][CH2:3][N:4]1[C:12]2[C:11]([CH3:13])=[C:10]([CH3:14])[N:9]=[C:8]([NH2:15])[C:7]=2[N:6]=[C:5]1[CH2:16][O:17][CH2:18][CH3:19].C(N(CC)CC)C.[C:27]([Cl:35])(=[O:34])[C:28]1[CH:33]=[CH:32][CH:31]=[CH:30][CH:29]=1. Product: [ClH:35].[NH2:15][C:8]1[C:7]2[N:6]=[C:5]([CH2:16][O:17][CH2:18][CH3:19])[N:4]([CH2:3][CH2:2][NH:1][C:27](=[O:34])[C:28]3[CH:33]=[CH:32][CH:31]=[CH:30][CH:29]=3)[C:12]=2[C:11]([CH3:13])=[C:10]([CH3:14])[N:9]=1. The catalyst class is: 4. (5) Reactant: F[P-](F)(F)(F)(F)F.N1(O[P+](N(C)C)(N(C)C)N(C)C)C2C=CC=CC=2N=N1.[O:28]=[C:29]1[CH2:32][CH:31]([C:33]([OH:35])=O)[CH2:30]1.[CH3:36][S:37]([N:40]1[CH2:45][CH2:44][NH:43][CH2:42][CH2:41]1)(=[O:39])=[O:38].C(N(CC)CC)C. Product: [CH3:36][S:37]([N:40]1[CH2:45][CH2:44][N:43]([C:33]([CH:31]2[CH2:30][C:29](=[O:28])[CH2:32]2)=[O:35])[CH2:42][CH2:41]1)(=[O:39])=[O:38]. The catalyst class is: 3. (6) Reactant: [CH3:1][S:2](Cl)(=[O:4])=[O:3].[CH3:6][O:7][CH2:8][CH:9]([OH:11])[CH3:10].C(N(CC)CC)C. Product: [CH3:1][S:2]([O:11][CH:9]([CH3:10])[CH2:8][O:7][CH3:6])(=[O:4])=[O:3]. The catalyst class is: 4. (7) Reactant: C(=O)([O-])[O-].[K+].[K+].[S:7]1[CH:11]=[CH:10][N:9]=[CH:8]1.Cl[C:13]1[CH2:18][CH2:17][CH2:16][C:15](=[O:19])[CH:14]=1.C1(P(C2CCCCC2)C2CCCCC2)CCCCC1. Product: [S:7]1[C:11]([C:13]2[CH2:18][CH2:17][CH2:16][C:15](=[O:19])[CH:14]=2)=[CH:10][N:9]=[CH:8]1. The catalyst class is: 706.